From a dataset of Catalyst prediction with 721,799 reactions and 888 catalyst types from USPTO. Predict which catalyst facilitates the given reaction. (1) Reactant: [OH:1][C:2]1([CH2:8][C@H:9]2[CH2:14][CH2:13][C@H:12](OS(C)(=O)=O)[CH2:11][N:10]2[C:20]([O:22][C:23]([CH3:26])([CH3:25])[CH3:24])=[O:21])[CH2:7][CH2:6][O:5][CH2:4][CH2:3]1.[N-:27]=[N+:28]=[N-:29].[Na+]. Product: [N:27]([C@H:12]1[CH2:11][N:10]([C:20]([O:22][C:23]([CH3:26])([CH3:25])[CH3:24])=[O:21])[C@@H:9]([CH2:8][C:2]2([OH:1])[CH2:7][CH2:6][O:5][CH2:4][CH2:3]2)[CH2:14][CH2:13]1)=[N+:28]=[N-:29]. The catalyst class is: 9. (2) Reactant: [CH2:1]([N:3]1[C:7]2=[N:8][C:9]([CH2:49][CH3:50])=[C:10]([CH2:19][NH:20][C:21]([C:23]3[CH:28]=[CH:27][CH:26]=[C:25]([C:29]([NH:31][CH2:32][C:33]4[CH:34]=[C:35]([C:41]5[CH:46]=[CH:45][CH:44]=[C:43]([CH:47]=O)[CH:42]=5)[C:36]([O:39][CH3:40])=[CH:37][CH:38]=4)=[O:30])[N:24]=3)=[O:22])[C:11]([NH:12][CH:13]3[CH2:18][CH2:17][O:16][CH2:15][CH2:14]3)=[C:6]2[CH:5]=[N:4]1)[CH3:2].[NH:51]1[CH2:56][CH2:55][NH:54][CH2:53][CH2:52]1.C(O)(=O)C. Product: [CH2:1]([N:3]1[C:7]2=[N:8][C:9]([CH2:49][CH3:50])=[C:10]([CH2:19][NH:20][C:21]([C:23]3[CH:28]=[CH:27][CH:26]=[C:25]([C:29]([NH:31][CH2:32][C:33]4[CH:34]=[C:35]([C:41]5[CH:46]=[CH:45][CH:44]=[C:43]([CH2:47][N:51]6[CH2:56][CH2:55][NH:54][CH2:53][CH2:52]6)[CH:42]=5)[C:36]([O:39][CH3:40])=[CH:37][CH:38]=4)=[O:30])[N:24]=3)=[O:22])[C:11]([NH:12][CH:13]3[CH2:18][CH2:17][O:16][CH2:15][CH2:14]3)=[C:6]2[CH:5]=[N:4]1)[CH3:2]. The catalyst class is: 16.